From a dataset of Reaction yield outcomes from USPTO patents with 853,638 reactions. Predict the reaction yield, written as a fraction of the theoretical maximum amount of product (1.0 means a 100% yield; for example, 0.34 means a 34% yield). (1) The reactants are [C:1]([Si:5]([CH3:25])([CH3:24])[O:6][CH:7]([C:9]([CH3:23])([CH:21]=[CH2:22])[C:10](N1[C@@H](C(C)C)COC1=O)=[O:11])[CH3:8])([CH3:4])([CH3:3])[CH3:2].[OH:26]O.O.[OH-].[Li+]. The catalyst is O1CCCC1.O. The product is [C:1]([Si:5]([CH3:25])([CH3:24])[O:6][CH:7]([C:9]([CH3:23])([CH:21]=[CH2:22])[C:10]([OH:11])=[O:26])[CH3:8])([CH3:2])([CH3:3])[CH3:4]. The yield is 0.400. (2) The reactants are C(OC([NH:8][N:9]([CH2:23][CH:24]([OH:41])[CH:25]([NH:33]C(OC(C)(C)C)=O)[CH2:26][C:27]1[CH:32]=[CH:31][CH:30]=[CH:29][CH:28]=1)[CH2:10][C:11]1[CH:16]=[CH:15][C:14]([C:17]2[CH:22]=[CH:21][CH:20]=[CH:19][N:18]=2)=[CH:13][CH:12]=1)=O)(C)(C)C.[ClH:42]. The catalyst is O1CCOCC1. The product is [ClH:42].[ClH:42].[ClH:42].[NH2:33][CH:25]([CH2:26][C:27]1[CH:28]=[CH:29][CH:30]=[CH:31][CH:32]=1)[CH:24]([OH:41])[CH2:23][N:9]([CH2:10][C:11]1[CH:16]=[CH:15][C:14]([C:17]2[CH:22]=[CH:21][CH:20]=[CH:19][N:18]=2)=[CH:13][CH:12]=1)[NH2:8]. The yield is 0.910.